This data is from CYP2C19 inhibition data for predicting drug metabolism from PubChem BioAssay. The task is: Regression/Classification. Given a drug SMILES string, predict its absorption, distribution, metabolism, or excretion properties. Task type varies by dataset: regression for continuous measurements (e.g., permeability, clearance, half-life) or binary classification for categorical outcomes (e.g., BBB penetration, CYP inhibition). Dataset: cyp2c19_veith. (1) The compound is O=C(c1cnccn1)N1CCC2(CCCN(Cc3ccccc3)C2)CC1. The result is 0 (non-inhibitor). (2) The molecule is CCC(NC(=O)Nc1cc(OC)c(OC)c(OC)c1)(C(F)(F)F)C(F)(F)F. The result is 1 (inhibitor). (3) The compound is COC(=O)[C@@]1(Cc2ccc(OC)cc2)[C@H]2c3cc(C(=O)N4CCCC4)n(Cc4ccc(C)o4)c3C[C@H]2CN1C(=O)c1ccccc1. The result is 1 (inhibitor). (4) The drug is CCCCCCCCCOc1ccc2[nH]cc(CCN)c2c1. The result is 1 (inhibitor). (5) The drug is Cc1cc(C)cc(C(=O)N(NC(=O)Nc2ccc(Cl)cc2)C(C)(C)C)c1. The result is 1 (inhibitor). (6) The molecule is Cc1cc(O)c(C(C)C)cc1C1(c2cc(C(C)C)c(O)cc2C)OC(=O)c2ccccc21. The result is 1 (inhibitor). (7) The compound is O=C(COc1ccccc1Cl)Nc1cc(Cl)ccc1Oc1ccccc1. The result is 1 (inhibitor). (8) The compound is CC(=O)NC(NC(C)=O)c1ccc(Br)cc1. The result is 0 (non-inhibitor). (9) The drug is Cc1cccc(N/C(N)=N/c2nc(C)cc(C)n2)c1. The result is 0 (non-inhibitor). (10) The result is 1 (inhibitor). The drug is COc1cc(C)c(Br)cc1S(=O)(=O)NCc1ccccc1.